Dataset: Peptide-MHC class II binding affinity with 134,281 pairs from IEDB. Task: Regression. Given a peptide amino acid sequence and an MHC pseudo amino acid sequence, predict their binding affinity value. This is MHC class II binding data. (1) The peptide sequence is PNYLALLVKYVDGDG. The MHC is HLA-DQA10301-DQB10302 with pseudo-sequence HLA-DQA10301-DQB10302. The binding affinity (normalized) is 0.356. (2) The peptide sequence is AFKVAAFAANAAPAN. The MHC is HLA-DPA10103-DPB10301 with pseudo-sequence HLA-DPA10103-DPB10301. The binding affinity (normalized) is 0.917. (3) The peptide sequence is LHFSEALHIIAGTPE. The MHC is DRB1_0301 with pseudo-sequence DRB1_0301. The binding affinity (normalized) is 0.358.